Dataset: Reaction yield outcomes from USPTO patents with 853,638 reactions. Task: Predict the reaction yield, written as a fraction of the theoretical maximum amount of product (1.0 means a 100% yield; for example, 0.34 means a 34% yield). (1) The reactants are [C:1]([O:5][C:6]([N:8]([C:32]([O:34][C:35]([CH3:38])([CH3:37])[CH3:36])=[O:33])[C:9]1[C:10]([C:16]2[N:20]([C:21]([O:23][C:24]([CH3:27])([CH3:26])[CH3:25])=[O:22])[C:19]3[CH:28]=[CH:29][CH:30]=[CH:31][C:18]=3[N:17]=2)=[N:11][C:12](Br)=[CH:13][N:14]=1)=[O:7])([CH3:4])([CH3:3])[CH3:2].CC1(C)C(C)(C)OB([C:47]2[CH2:48][CH2:49][N:50]([C:53]([O:55][C:56]([CH3:59])([CH3:58])[CH3:57])=[O:54])[CH2:51][CH:52]=2)O1.C(P(C(C)(C)C)C1C=CC(N(C)C)=CC=1)(C)(C)C.C([O-])([O-])=O.[K+].[K+]. The catalyst is C1(C)C=CC=CC=1.O.Cl[Pd]Cl. The product is [C:1]([O:5][C:6]([N:8]([C:32]([O:34][C:35]([CH3:38])([CH3:37])[CH3:36])=[O:33])[C:9]1[C:10]([C:16]2[N:20]([C:21]([O:23][C:24]([CH3:27])([CH3:26])[CH3:25])=[O:22])[C:19]3[CH:28]=[CH:29][CH:30]=[CH:31][C:18]=3[N:17]=2)=[N:11][C:12]([C:47]2[CH2:52][CH2:51][N:50]([C:53]([O:55][C:56]([CH3:59])([CH3:58])[CH3:57])=[O:54])[CH2:49][CH:48]=2)=[CH:13][N:14]=1)=[O:7])([CH3:4])([CH3:3])[CH3:2]. The yield is 0.600. (2) The reactants are [C:1]([CH2:3][C:4]([NH:6][NH2:7])=[O:5])#[N:2].O(OC(C)=O)[O:9][C:10]([CH3:12])=O. No catalyst specified. The product is [C:10]([N:6]([C:4](=[O:5])[CH2:3][C:1]#[N:2])[NH2:7])(=[O:9])[CH3:12]. The yield is 0.350. (3) The reactants are Br[C:2]1[N:6]=[CH:5][N:4]([CH2:7][O:8][CH2:9][CH2:10][Si:11]([CH3:14])([CH3:13])[CH3:12])[C:3]=1[C:15]1[CH:16]=[N:17][CH:18]=[CH:19][CH:20]=1.[CH2:21]([SH:26])[CH2:22][CH2:23][CH2:24][CH3:25].C([O-])([O-])=O.[K+].[K+].CC1(C)C2C(=C(P(C3C=CC=CC=3)C3C=CC=CC=3)C=CC=2)OC2C(P(C3C=CC=CC=3)C3C=CC=CC=3)=CC=CC1=2. The catalyst is C(OCC)(=O)C.C1C=CC(/C=C/C(/C=C/C2C=CC=CC=2)=O)=CC=1.C1C=CC(/C=C/C(/C=C/C2C=CC=CC=2)=O)=CC=1.C1C=CC(/C=C/C(/C=C/C2C=CC=CC=2)=O)=CC=1.[Pd].[Pd].C1(C)C(C)=CC=CC=1. The product is [CH2:21]([S:26][C:2]1[N:6]=[CH:5][N:4]([CH2:7][O:8][CH2:9][CH2:10][Si:11]([CH3:14])([CH3:13])[CH3:12])[C:3]=1[C:15]1[CH:16]=[N:17][CH:18]=[CH:19][CH:20]=1)[CH2:22][CH2:23][CH2:24][CH3:25]. The yield is 0.300. (4) The reactants are P(=O)(O)(O)O.[Br:6][C:7]1[CH:12]=[CH:11][C:10]([C:13](O)([CH3:15])[CH3:14])=[C:9]([CH2:17][OH:18])[CH:8]=1.[OH-].[Na+]. The catalyst is C1(C)C=CC=CC=1. The product is [Br:6][C:7]1[CH:8]=[C:9]2[C:10](=[CH:11][CH:12]=1)[C:13]([CH3:14])([CH3:15])[O:18][CH2:17]2. The yield is 0.990. (5) The reactants are [F:1][C:2]1[CH:7]=[CH:6][C:5](B2OCCO2)=[CH:4][C:3]=1[C:13]([F:16])([F:15])[F:14].Br[C:18]([C:20]([F:23])([F:22])[F:21])=[CH2:19].C([O-])([O-])=O.[K+].[K+]. The catalyst is C1COCC1.O.Cl[Pd](Cl)([P](C1C=CC=CC=1)(C1C=CC=CC=1)C1C=CC=CC=1)[P](C1C=CC=CC=1)(C1C=CC=CC=1)C1C=CC=CC=1. The product is [F:1][C:2]1[CH:7]=[CH:6][C:5]([C:18]([C:20]([F:23])([F:22])[F:21])=[CH2:19])=[CH:4][C:3]=1[C:13]([F:14])([F:15])[F:16]. The yield is 0.233. (6) The reactants are C(N(CC)C(S[CH:7]([CH3:17])[C:8]([NH:10][C:11]([CH3:16])([CH3:15])[C:12]([OH:14])=[O:13])=[O:9])=S)C.[CH3:20][C:21]1([CH3:30])[N:26]([O])[C:25]([CH3:29])([CH3:28])[CH2:24][CH2:23][CH2:22]1.C(OCC)(=[O:33])C. No catalyst specified. The product is [CH3:16][C:11]([NH:10][C:8](=[O:9])[CH:7]([O:33][N:26]1[C:21]([CH3:30])([CH3:20])[CH2:22][CH2:23][CH2:24][C:25]1([CH3:29])[CH3:28])[CH3:17])([CH3:15])[C:12]([OH:14])=[O:13]. The yield is 0.420.